Dataset: Full USPTO retrosynthesis dataset with 1.9M reactions from patents (1976-2016). Task: Predict the reactants needed to synthesize the given product. (1) The reactants are: [N-:1]=[N+:2]=[N-:3].[Na+].[Si](Cl)(Cl)(Cl)Cl.[C:10]([C:12]1[C:13]([CH2:26][C:27]2[CH:36]=[CH:35][C:34]3[C:29](=[CH:30][CH:31]=[CH:32][CH:33]=3)[CH:28]=2)=[C:14]([C:23]([NH2:25])=O)[S:15][C:16]=1[N:17]1[CH2:22][CH2:21][O:20][CH2:19][CH2:18]1)#[N:11].O. Given the product [N:17]1([C:16]2[S:15][C:14]([C:23]3[NH:25][N:3]=[N:2][N:1]=3)=[C:13]([CH2:26][C:27]3[CH:36]=[CH:35][C:34]4[C:29](=[CH:30][CH:31]=[CH:32][CH:33]=4)[CH:28]=3)[C:12]=2[C:10]#[N:11])[CH2:22][CH2:21][O:20][CH2:19][CH2:18]1, predict the reactants needed to synthesize it. (2) Given the product [CH2:44]([S:41]([N:38]1[CH2:37][CH2:36][CH:35]([C:26]2[C:25]3[C:29](=[C:30]([C:32]([NH2:34])=[O:33])[CH:31]=[C:23]([C:11]4[CH:10]=[N:9][CH:8]=[C:7]([CH2:6][NH:5][CH2:4][CH2:3][O:2][CH3:1])[CH:12]=4)[CH:24]=3)[NH:28][CH:27]=2)[CH2:40][CH2:39]1)(=[O:43])=[O:42])[CH3:45], predict the reactants needed to synthesize it. The reactants are: [CH3:1][O:2][CH2:3][CH2:4][NH:5][CH2:6][C:7]1[CH:8]=[N:9][CH:10]=[C:11](B2OC(C)(C)C(C)(C)O2)[CH:12]=1.Br[C:23]1[CH:24]=[C:25]2[C:29](=[C:30]([C:32]([NH2:34])=[O:33])[CH:31]=1)[NH:28][CH:27]=[C:26]2[CH:35]1[CH2:40][CH2:39][N:38]([S:41]([CH2:44][CH3:45])(=[O:43])=[O:42])[CH2:37][CH2:36]1.C(=O)([O-])[O-].[K+].[K+]. (3) Given the product [Br:1][C:6]1[CH:7]=[C:2]([C:9]2[CH:14]=[CH:13][CH:12]=[CH:11][CH:10]=2)[CH:3]=[CH:4][C:5]=1[NH2:8], predict the reactants needed to synthesize it. The reactants are: [BrH:1].[C:2]1([C:9]2[CH:14]=[CH:13][CH:12]=[CH:11][CH:10]=2)[CH:7]=[CH:6][C:5]([NH2:8])=[CH:4][CH:3]=1.N. (4) Given the product [CH3:8][O:9][C:10](=[O:32])[C@H:11]([CH2:13][C:14]1[CH:15]=[CH:16][C:17]([NH:20][C:21]([C:23]2[CH:28]=[C:27]([C:29]#[N:30])[CH:26]=[CH:25][C:24]=2[Cl:31])=[O:22])=[CH:18][CH:19]=1)[NH:12][C:66]([C:61]1([CH2:60][CH2:59][O:58][CH3:57])[CH2:65][CH2:64][CH2:63][CH2:62]1)=[O:67], predict the reactants needed to synthesize it. The reactants are: OC(C(F)(F)F)=O.[CH3:8][O:9][C:10](=[O:32])[C@H:11]([CH2:13][C:14]1[CH:19]=[CH:18][C:17]([NH:20][C:21]([C:23]2[CH:28]=[C:27]([C:29]#[N:30])[CH:26]=[CH:25][C:24]=2[Cl:31])=[O:22])=[CH:16][CH:15]=1)[NH2:12].CN(C(ON1N=NC2C=CC=CC1=2)=[N+](C)C)C.F[P-](F)(F)(F)(F)F.[CH3:57][O:58][CH2:59][CH2:60][C:61]1([C:66](O)=[O:67])[CH2:65][CH2:64][CH2:63][CH2:62]1.C(N(C(C)C)CC)(C)C. (5) Given the product [F:1][C:2]1[CH:7]=[C:6]([S:8]([CH3:11])(=[O:9])=[O:10])[CH:5]=[CH:4][C:3]=1[C:12]1[CH:13]=[C:14]2[C:18](=[CH:19][CH:20]=1)[N:17]([CH:21]1[CH2:22][CH2:23][NH:24][CH2:25][CH2:26]1)[CH:16]=[CH:15]2, predict the reactants needed to synthesize it. The reactants are: [F:1][C:2]1[CH:7]=[C:6]([S:8]([CH3:11])(=[O:10])=[O:9])[CH:5]=[CH:4][C:3]=1[C:12]1[CH:13]=[C:14]2[C:18](=[CH:19][CH:20]=1)[N:17]([CH:21]1[CH2:26][CH2:25][N:24](C(OC(C)(C)C)=O)[CH2:23][CH2:22]1)[CH:16]=[CH:15]2.FC(F)(F)C(O)=O.C([O-])(O)=O.[Na+]. (6) Given the product [ClH:1].[C:13]([C@@:10]1([CH:15]([CH3:17])[CH3:16])[CH2:11][CH2:12][N:8]([C:6]2[CH:5]=[CH:4][N:3]=[C:2]([NH:19][C:20]3[CH:21]=[CH:22][C:23]([C:24]([NH:26][CH3:27])=[O:25])=[CH:28][CH:29]=3)[N:7]=2)[C:9]1=[O:18])#[N:14], predict the reactants needed to synthesize it. The reactants are: [Cl:1][C:2]1[N:7]=[C:6]([N:8]2[CH2:12][CH2:11][C@:10]([CH:15]([CH3:17])[CH3:16])([C:13]#[N:14])[C:9]2=[O:18])[CH:5]=[CH:4][N:3]=1.[NH2:19][C:20]1[CH:29]=[CH:28][C:23]([C:24]([NH:26][CH3:27])=[O:25])=[CH:22][CH:21]=1.C(O)(=O)C. (7) The reactants are: C[O:2][C:3](=[O:42])[C:4]1[CH:9]=[CH:8][CH:7]=[C:6]([CH2:10][O:11][C:12]2[CH:17]=[CH:16][C:15]([C:18]([N:20]3[C:29]4[C:24](=[CH:25][CH:26]=[CH:27][CH:28]=4)[C@H:23]([N:30]([C:38](=[O:40])[CH3:39])[C:31]4[CH:36]=[CH:35][C:34]([Cl:37])=[CH:33][CH:32]=4)[CH2:22][C@@H:21]3[CH3:41])=[O:19])=[CH:14][CH:13]=2)[CH:5]=1.[Li+].[OH-]. Given the product [C:38]([N:30]([C:31]1[CH:32]=[CH:33][C:34]([Cl:37])=[CH:35][CH:36]=1)[C@H:23]1[C:24]2[C:29](=[CH:28][CH:27]=[CH:26][CH:25]=2)[N:20]([C:18]([C:15]2[CH:16]=[CH:17][C:12]([O:11][CH2:10][C:6]3[CH:5]=[C:4]([CH:9]=[CH:8][CH:7]=3)[C:3]([OH:42])=[O:2])=[CH:13][CH:14]=2)=[O:19])[C@@H:21]([CH3:41])[CH2:22]1)(=[O:40])[CH3:39], predict the reactants needed to synthesize it. (8) Given the product [CH3:42][N:41]([CH3:43])[CH2:40][CH2:39][N:38]([CH3:37])[C:32](=[O:34])[C:31]1[CH:30]=[CH:29][C:28]([NH:27][C:25](=[O:26])[NH:24][C:21]2[CH:20]=[CH:19][C:18]([C:9]3[N:10]=[C:11]([N:12]4[CH2:17][CH2:16][O:15][CH2:14][CH2:13]4)[C:6]4[N:5]=[N:4][N:3]([CH2:1][CH3:2])[C:7]=4[N:8]=3)=[CH:23][CH:22]=2)=[CH:36][CH:35]=1, predict the reactants needed to synthesize it. The reactants are: [CH2:1]([N:3]1[C:7]2[N:8]=[C:9]([C:18]3[CH:23]=[CH:22][C:21]([NH:24][C:25]([NH:27][C:28]4[CH:36]=[CH:35][C:31]([C:32]([OH:34])=O)=[CH:30][CH:29]=4)=[O:26])=[CH:20][CH:19]=3)[N:10]=[C:11]([N:12]3[CH2:17][CH2:16][O:15][CH2:14][CH2:13]3)[C:6]=2[N:5]=[N:4]1)[CH3:2].[CH3:37][NH:38][CH2:39][CH2:40][N:41]([CH3:43])[CH3:42].CCN(CC)CC.C1C=CC2N(O)N=NC=2C=1.CCN=C=NCCCN(C)C. (9) Given the product [CH3:1][NH:2][C:10]1[S:11][CH:12]=[C:13]([CH2:15][C:16]([NH:17][C:18]2[CH:19]=[CH:20][C:21]([NH:24][C:25]([C:27]3[C:28]([C:33]4[CH:34]=[CH:35][C:36]([C:39]([F:41])([F:42])[F:40])=[CH:37][CH:38]=4)=[CH:29][CH:30]=[CH:31][CH:32]=3)=[O:26])=[CH:22][CH:23]=2)=[O:43])[N:14]=1, predict the reactants needed to synthesize it. The reactants are: [CH3:1][N:2]([C:10]1[S:11][CH:12]=[C:13]([CH2:15][C:16](=[O:43])[NH:17][C:18]2[CH:23]=[CH:22][C:21]([NH:24][C:25]([C:27]3[CH:32]=[CH:31][CH:30]=[CH:29][C:28]=3[C:33]3[CH:38]=[CH:37][C:36]([C:39]([F:42])([F:41])[F:40])=[CH:35][CH:34]=3)=[O:26])=[CH:20][CH:19]=2)[N:14]=1)C(=O)OC(C)(C)C.FC(F)(F)C(O)=O.C(=O)([O-])[O-].[K+].[K+]. (10) Given the product [CH2:24]([N:3]1[C@H:4]([CH3:9])[CH2:5][N:1]([C@@H:10]([C:12]2[CH:13]=[C:14]([CH:22]=[CH:23][CH:24]=2)[C:15]([N:17]([CH2:20][CH3:21])[CH2:18][CH3:19])=[O:16])[C:25]2[CH:30]=[CH:29][CH:28]=[CH:27][CH:26]=2)[C@@H:14]([CH3:15])[CH2:13]1)[CH:12]=[CH2:10], predict the reactants needed to synthesize it. The reactants are: [NH:1]1[C:5]2C=CC=[CH:9][C:4]=2[N:3]=N1.[CH:10]([C:12]1[CH:13]=[C:14]([CH:22]=[CH:23][CH:24]=1)[C:15]([N:17]([CH2:20][CH3:21])[CH2:18][CH3:19])=[O:16])=O.[C:25]1([Mg]Br)[CH:30]=[CH:29][CH:28]=[CH:27][CH:26]=1.